Dataset: Full USPTO retrosynthesis dataset with 1.9M reactions from patents (1976-2016). Task: Predict the reactants needed to synthesize the given product. Given the product [CH3:24][N:20]1[CH2:21][CH2:22][CH2:23][C@H:19]1[CH2:18][O:1][C:2]1[CH:14]=[CH:13][C:12]2[C:11]3[C:6](=[CH:7][C:8]([O:15][CH2:25][C@@H:26]4[CH2:27][CH2:28][CH2:29][N:51]4[CH3:49])=[CH:9][CH:10]=3)[C:5](=[O:63])[C:4]=2[CH:3]=1, predict the reactants needed to synthesize it. The reactants are: [OH:1][C:2]1[C:3](=O)[C:4]2[C:12](=[CH:13][CH:14]=1)[C:11]1[C:6](=[CH:7][C:8]([OH:15])=[CH:9][CH:10]=1)[CH:5]=2.O[CH2:18][C@@H:19]1[CH2:23][CH2:22][CH2:21][N:20]1[CH3:24].[C:25]1(P([C:27]2[CH:28]=[CH:29]C=[CH:25][CH:26]=2)[C:27]2[CH:28]=[CH:29]C=[CH:25][CH:26]=2)C=[CH:29][CH:28]=[CH:27][CH:26]=1.CC(O[C:49](/[N:51]=N/C(OC(C)(C)C)=O)=O)(C)C.C1C[O:63]CC1.